From a dataset of Full USPTO retrosynthesis dataset with 1.9M reactions from patents (1976-2016). Predict the reactants needed to synthesize the given product. (1) Given the product [I:1][C:2]1[CH:3]=[C:4]2[C:8](=[CH:9][CH:10]=1)[N:7]([CH:11]1[CH2:16][CH2:15][CH2:14][CH2:13][O:12]1)[N:6]=[C:5]2[CH:17]=[O:18], predict the reactants needed to synthesize it. The reactants are: [I:1][C:2]1[CH:3]=[C:4]2[C:8](=[CH:9][CH:10]=1)[N:7]([CH:11]1[CH2:16][CH2:15][CH2:14][CH2:13][O:12]1)[N:6]=[C:5]2[C:17](N(OC)C)=[O:18].[H-].[H-].[H-].[H-].[Li+].[Al+3].[Cl-].[NH4+]. (2) Given the product [CH2:1]([CH:8]1[N:17]2[C:12](=[CH:13][C:14](=[O:23])[C:15]([C:18]([O:20][CH2:21][CH3:22])=[O:19])=[CH:16]2)[C:11]2[CH:24]=[C:25]([O:30][CH3:31])[C:26]([O:28][CH3:29])=[CH:27][C:10]=2[CH2:9]1)[C:2]1[CH:7]=[CH:6][CH:5]=[CH:4][CH:3]=1, predict the reactants needed to synthesize it. The reactants are: [CH2:1]([CH:8]1[N:17]2[CH:12]([CH2:13][C:14](=[O:23])[C:15]([C:18]([O:20][CH2:21][CH3:22])=[O:19])=[CH:16]2)[C:11]2[CH:24]=[C:25]([O:30][CH3:31])[C:26]([O:28][CH3:29])=[CH:27][C:10]=2[CH2:9]1)[C:2]1[CH:7]=[CH:6][CH:5]=[CH:4][CH:3]=1.C1(Cl)C(=O)C(Cl)=C(Cl)C(=O)C=1Cl.